Task: Predict the reaction yield, written as a fraction of the theoretical maximum amount of product (1.0 means a 100% yield; for example, 0.34 means a 34% yield).. Dataset: Reaction yield outcomes from USPTO patents with 853,638 reactions (1) The catalyst is CC(O)=O. The yield is 0.540. The reactants are [N:1]1[CH:6]=[C:5]([C@@H:7]2[CH2:12][CH2:11][CH2:10][N:8]2[CH3:9])[CH:4]=[CH:3][CH:2]=1.[Br:13][CH2:14][CH2:15][CH2:16][CH2:17][CH2:18][CH2:19][CH:20]1[CH2:24][CH2:23][CH2:22][CH2:21]1. The product is [BrH:13].[Br-:13].[CH:20]1([CH2:19][CH2:18][CH2:17][CH2:16][CH2:15][CH2:14][N+:1]2[CH:2]=[CH:3][CH:4]=[C:5]([C@@H:7]3[CH2:12][CH2:11][CH2:10][N:8]3[CH3:9])[CH:6]=2)[CH2:24][CH2:23][CH2:22][CH2:21]1. (2) The reactants are [F:1][C:2]1[C:3]([NH2:17])=[N:4][C:5]([O:8][CH2:9][C:10]2[CH:15]=[CH:14][C:13]([F:16])=[CH:12][CH:11]=2)=[N:6][CH:7]=1. The catalyst is C(Cl)(Cl)Cl. The product is [F:1][C:2]1[C:3]([NH:17][CH:5]=[N:4][C:3]#[N:17])=[N:4][C:5]([O:8][CH2:9][C:10]2[CH:11]=[CH:12][C:13]([F:16])=[CH:14][CH:15]=2)=[N:6][CH:7]=1. The yield is 0.170. (3) The reactants are [F:1][C:2]1[CH:7]=[CH:6][C:5]([C:8]2[N:17]=[C:16]([C:18]([OH:20])=O)[C:15]3[C:10](=[CH:11][CH:12]=[CH:13][CH:14]=3)[N:9]=2)=[CH:4][CH:3]=1.Cl.[F:22][C:23]1[CH:32]=[CH:31][CH:30]=[C:29]2[C:24]=1[CH2:25][CH2:26][NH:27][CH2:28]2. No catalyst specified. The product is [F:1][C:2]1[CH:7]=[CH:6][C:5]([C:8]2[N:17]=[C:16]([C:18]([N:27]3[CH2:26][CH2:25][C:24]4[C:29](=[CH:30][CH:31]=[CH:32][C:23]=4[F:22])[CH2:28]3)=[O:20])[C:15]3[C:10](=[CH:11][CH:12]=[CH:13][CH:14]=3)[N:9]=2)=[CH:4][CH:3]=1. The yield is 0.270.